Dataset: Reaction yield outcomes from USPTO patents with 853,638 reactions. Task: Predict the reaction yield, written as a fraction of the theoretical maximum amount of product (1.0 means a 100% yield; for example, 0.34 means a 34% yield). (1) The reactants are [OH-:1].[Na+].[CH:3]([C:6]1[C:7]([O:38][CH2:39][O:40][CH3:41])=[CH:8][C:9]([O:34][CH2:35][O:36][CH3:37])=[C:10]([C:12]2[N:16]([C:17]3[CH:22]=[CH:21][C:20]([CH2:23][N:24]4[CH2:29][CH2:28][O:27][CH2:26][CH2:25]4)=[CH:19][CH:18]=3)[C:15](S(C)(=O)=O)=[N:14][N:13]=2)[CH:11]=1)([CH3:5])[CH3:4]. The catalyst is CS(C)=O. The product is [CH:3]([C:6]1[C:7]([O:38][CH2:39][O:40][CH3:41])=[CH:8][C:9]([O:34][CH2:35][O:36][CH3:37])=[C:10]([C:12]2[N:16]([C:17]3[CH:22]=[CH:21][C:20]([CH2:23][N:24]4[CH2:29][CH2:28][O:27][CH2:26][CH2:25]4)=[CH:19][CH:18]=3)[C:15](=[O:1])[NH:14][N:13]=2)[CH:11]=1)([CH3:5])[CH3:4]. The yield is 0.530. (2) The reactants are [NH2:1][N:2]1[CH:6]=[CH:5][C:4]([Br:7])=[C:3]1[C:8]([NH:10][C:11]1[CH:16]=[CH:15][CH:14]=[CH:13][CH:12]=1)=[O:9].[C:17]([O:21][C:22]([NH:24][C@@H:25]([CH3:29])[C:26](O)=[O:27])=[O:23])([CH3:20])([CH3:19])[CH3:18]. No catalyst specified. The product is [Br:7][C:4]1[CH:5]=[CH:6][N:2]([NH:1][C:26](=[O:27])[C@@H:25]([NH:24][C:22](=[O:23])[O:21][C:17]([CH3:19])([CH3:18])[CH3:20])[CH3:29])[C:3]=1[C:8](=[O:9])[NH:10][C:11]1[CH:12]=[CH:13][CH:14]=[CH:15][CH:16]=1. The yield is 0.490. (3) The reactants are Cl.[CH2:2]1[O:9][CH:8]2[CH:4]([CH2:5][NH:6][CH2:7]2)[O:3]1.[Cl:10][C:11]1[C:12]([F:41])=[C:13]([CH:38]=[CH:39][CH:40]=1)[NH:14][C:15]1[C:24]2[C:19](=[CH:20][C:21]([O:36][CH3:37])=[C:22]([O:25][CH2:26][C@@H:27]3[CH2:31][CH2:30][CH2:29][N:28]3[C:32](=[O:35])[CH2:33]Cl)[CH:23]=2)[N:18]=[CH:17][N:16]=1.C(N(C(C)C)CC)(C)C. The catalyst is C(#N)C. The product is [Cl:10][C:11]1[C:12]([F:41])=[C:13]([CH:38]=[CH:39][CH:40]=1)[NH:14][C:15]1[C:24]2[C:19](=[CH:20][C:21]([O:36][CH3:37])=[C:22]([O:25][CH2:26][C@@H:27]3[CH2:31][CH2:30][CH2:29][N:28]3[C:32](=[O:35])[CH2:33][N:6]3[CH2:5][CH:4]4[O:3][CH2:2][O:9][CH:8]4[CH2:7]3)[CH:23]=2)[N:18]=[CH:17][N:16]=1. The yield is 0.700. (4) The reactants are C[CH:2]([OH:20])[CH2:3][O:4][CH2:5][CH2:6][O:7][CH2:8][CH2:9][O:10][CH2:11][CH2:12][O:13][CH2:14][CH2:15][O:16][CH2:17][CH2:18][OH:19].[C:21]([O:25][C:26]([CH3:29])([CH3:28])[CH3:27])(=[O:24])[CH:22]=[CH2:23].[CH2:30]1COCC1. The catalyst is [Na]. The product is [C:26]([O:25][C:21](=[O:24])[CH2:22][CH2:23][O:20][CH2:2][CH2:3][O:4][CH2:5][CH2:6][O:7][CH2:8][CH2:9][O:10][CH2:11][CH2:12][O:13][CH2:14][CH2:15][O:16][CH2:17][CH2:18][O:19][CH3:30])([CH3:29])([CH3:28])[CH3:27]. The yield is 0.580. (5) The reactants are [OH:1][C@@H:2]1[CH2:5][C@H:4]([CH2:6][NH:7][C:8](=[O:14])[O:9][C:10]([CH3:13])([CH3:12])[CH3:11])[CH2:3]1.C(N(CC)CC)C.[CH3:22][S:23](Cl)(=[O:25])=[O:24].O. The catalyst is C(Cl)Cl. The product is [CH3:22][S:23]([O:1][C@H:2]1[CH2:5][C@@H:4]([CH2:6][NH:7][C:8]([O:9][C:10]([CH3:11])([CH3:13])[CH3:12])=[O:14])[CH2:3]1)(=[O:25])=[O:24]. The yield is 0.850. (6) The reactants are [NH2:1][C:2]1[C:9]([F:10])=[CH:8][C:5]([C:6]#N)=[C:4]([F:11])[CH:3]=1.S(=O)(=O)(O)O.[OH2:17].[OH-].[Na+].[O:20]1CCO[CH2:22][CH2:21]1. No catalyst specified. The product is [NH2:1][C:2]1[C:9]([F:10])=[CH:8][C:5]([C:6]([O:20][CH2:21][CH3:22])=[O:17])=[C:4]([F:11])[CH:3]=1. The yield is 0.420. (7) The reactants are [ClH:1].[NH2:2][CH:3]([C:7]1[N:8]=[C:9]([CH3:13])[O:10][C:11]=1[CH3:12])[C:4]([OH:6])=[O:5].Cl.[CH3:15]O. No catalyst specified. The product is [ClH:1].[NH2:2][CH:3]([C:7]1[N:8]=[C:9]([CH3:13])[O:10][C:11]=1[CH3:12])[C:4]([O:6][CH3:15])=[O:5]. The yield is 0.840.